Predict the reactants needed to synthesize the given product. From a dataset of Full USPTO retrosynthesis dataset with 1.9M reactions from patents (1976-2016). The reactants are: [CH3:1][O:2][C:3]1[CH:4]=[C:5]([C:12]2[CH2:13][CH2:14][N:15]([CH2:18][CH2:19][CH3:20])[CH2:16][CH:17]=2)[CH:6]=[CH:7][C:8]=1[N+:9]([O-])=O.CO. Given the product [CH3:1][O:2][C:3]1[CH:4]=[C:5]([CH:12]2[CH2:17][CH2:16][N:15]([CH2:18][CH2:19][CH3:20])[CH2:14][CH2:13]2)[CH:6]=[CH:7][C:8]=1[NH2:9], predict the reactants needed to synthesize it.